This data is from hERG Central: cardiac toxicity at 1µM, 10µM, and general inhibition. The task is: Predict hERG channel inhibition at various concentrations. (1) The drug is CC(=O)N1CCc2cc(Br)cc(S(=O)(=O)NCc3ccc(Cl)cc3)c21. Results: hERG_inhib (hERG inhibition (general)): blocker. (2) The drug is CN1C2C=C(N(C(=O)c3ccc(Cl)cc3)c3ccccc3)CC1CC2.Cl. Results: hERG_inhib (hERG inhibition (general)): blocker. (3) The compound is F[B-](F)(F)F.O=[N+]([O-])c1ccc2nc(-[n+]3c(-c4ccccc4)cc(-c4ccccc4)cc3-c3ccccc3)[nH]c2c1. Results: hERG_inhib (hERG inhibition (general)): blocker. (4) The compound is CCCCCn1c(=N)n(CC(O)COc2ccccc2OC)c2ccccc21.Cl. Results: hERG_inhib (hERG inhibition (general)): blocker. (5) Results: hERG_inhib (hERG inhibition (general)): blocker. The compound is COc1ccc(-n2c(SCC(=O)Nc3nccs3)nnc2-c2ccoc2C)cc1.